From a dataset of Forward reaction prediction with 1.9M reactions from USPTO patents (1976-2016). Predict the product of the given reaction. (1) Given the reactants [Cl:1][C:2]1[C:7]([C:8]2[CH:13]=[CH:12][C:11]([C@H:14]([NH2:16])[CH3:15])=[CH:10][CH:9]=2)=[CH:6][C:5]([F:17])=[CH:4][N:3]=1.C(N(CC)CC)C.[F:25][C:26]1[CH:27]=[C:28]([S:33](Cl)(=[O:35])=[O:34])[CH:29]=[CH:30][C:31]=1[F:32], predict the reaction product. The product is: [Cl:1][C:2]1[C:7]([C:8]2[CH:9]=[CH:10][C:11]([C@H:14]([NH:16][S:33]([C:28]3[CH:29]=[CH:30][C:31]([F:32])=[C:26]([F:25])[CH:27]=3)(=[O:35])=[O:34])[CH3:15])=[CH:12][CH:13]=2)=[CH:6][C:5]([F:17])=[CH:4][N:3]=1. (2) Given the reactants [NH2:1][N:2]1[CH:6]=[C:5]([C:7]([OH:9])=[O:8])[C:4]([CH3:10])=[C:3]1[C:11]([OH:13])=O.S(O)([C:17]1C=CC(C)=C[CH:18]=1)(=O)=O.O.C1CCN2[C:29](=[N:30]CCC2)[CH2:28][CH2:27]1.[NH4+].[Cl-], predict the reaction product. The product is: [CH2:17]([O:9][C:7]([C:5]1[C:4]([CH3:10])=[C:3]2[C:11](=[O:13])[C:28]([C:29]#[N:30])=[CH:27][NH:1][N:2]2[CH:6]=1)=[O:8])[CH3:18]. (3) The product is: [C:1]([O:5][C:6]([N:8]([C:23]([O:25][C:26]([CH3:27])([CH3:29])[CH3:28])=[O:24])[C@H:9]([C:10]([O:12][CH2:13][CH3:14])=[O:11])[CH2:15][CH:16]([F:22])[CH2:17][CH2:18][N+:19]([O-:21])=[O:20])=[O:7])([CH3:4])([CH3:2])[CH3:3]. Given the reactants [C:1]([O:5][C:6]([N:8]([C:23]([O:25][C:26]([CH3:29])([CH3:28])[CH3:27])=[O:24])[C@@H:9]([CH2:15][CH:16]([F:22])/[CH:17]=[CH:18]/[N+:19]([O-:21])=[O:20])[C:10]([O:12][CH2:13][CH3:14])=[O:11])=[O:7])([CH3:4])([CH3:3])[CH3:2].[BH4-].[Na+].O.OP([O-])(O)=O.[K+], predict the reaction product. (4) Given the reactants [N:1]1[C:10]2[C:5](=[CH:6][CH:7]=[CH:8][CH:9]=2)[CH:4]=[CH:3][CH:2]=1.[OH:11][S:12](O)(=[O:14])=[O:13], predict the reaction product. The product is: [S:12]([C:9]1[CH:8]=[CH:7][CH:6]=[C:5]2[C:10]=1[N:1]=[CH:2][CH:3]=[CH:4]2)([OH:14])(=[O:13])=[O:11]. (5) Given the reactants Cl.[Cl:2][C:3]1[CH:11]=[C:10]2[C:6]([CH:7]=[C:8]([C:12]([OH:14])=O)[NH:9]2)=[CH:5][C:4]=1[O:15][CH:16]1[CH2:21][CH2:20][N:19]([CH:22]([CH3:24])[CH3:23])[CH2:18][CH2:17]1.[Cl-].[Li+].[C:27]([O:31][C:32]([N:34]1[CH2:39][CH2:38][NH:37][CH2:36][CH2:35]1)=[O:33])([CH3:30])([CH3:29])[CH3:28].F[B-](F)(F)F.N1(OC(N(C)C)=[N+](C)C)C2C=CC=CC=2N=N1.C(N(CC)C(C)C)(C)C, predict the reaction product. The product is: [C:27]([O:31][C:32]([N:34]1[CH2:39][CH2:38][N:37]([C:12]([C:8]2[NH:9][C:10]3[C:6]([CH:7]=2)=[CH:5][C:4]([O:15][CH:16]2[CH2:21][CH2:20][N:19]([CH:22]([CH3:24])[CH3:23])[CH2:18][CH2:17]2)=[C:3]([Cl:2])[CH:11]=3)=[O:14])[CH2:36][CH2:35]1)=[O:33])([CH3:30])([CH3:28])[CH3:29]. (6) Given the reactants [CH2:1]([C:3]1[C:10](B2OC(C)(C)C(C)(C)O2)=[CH:9][CH:8]=[CH:7][C:4]=1[CH:5]=[O:6])[CH3:2].Br[C:21]1[CH:22]=[N:23][C:24]([Cl:27])=[N:25][CH:26]=1.P([O-])([O-])([O-])=O.[K+].[K+].[K+], predict the reaction product. The product is: [Cl:27][C:24]1[N:25]=[CH:26][C:21]([C:10]2[C:3]([CH2:1][CH3:2])=[C:4]([CH:7]=[CH:8][CH:9]=2)[CH:5]=[O:6])=[CH:22][N:23]=1.